This data is from B-cell epitopes from IEDB database with 3,159 antigens for binding position prediction. The task is: Token-level Classification. Given an antigen amino acid sequence, predict which amino acid positions are active epitope sites capable of antibody binding. Output is a list of indices for active positions. (1) Given the antigen sequence: MRPSGTAGAALLALLAALCPASRALEEKKVCQGTSNKLTQLGTFEDHFLSLQRMFNNCEVVLGNLEITYVQRNYDLSFLKTIQEVAGYVLIALNTVERIPLENLQIIRGNMYYENSYALAVLSNYDANKTGLKELPMRNLQEILHGAVRFSNNPALCNVESIQWRDIVSSDFLSNMSMDFQNHLGSCQKCDPSCPNGSCWGAGEENCQKLTKIICAQQCSGRCRGKSPSDCCHNQCAAGCTGPRESDCLVCRKFRDEATCKDTCPPLMLYNPTTYQMDVNPEGKYSFGATCVKKCPRNYVVTDHGSCVRACGADSYEMEEDGVRKCKKCEGPCRKVCNGIGIGEFKDSLSINATNIKHFKNCTSISGDLHILPVAFRGDSFTHTPPLDPQELDILKTVKEITGFLLIQAWPENRTDLHAFENLEIIRGRTKQHGQFSLAVVSLNITSLGLRSLKEISDGDVIISGNKNLCYANTINWKKLFGTSGQKTKIISNRGENSCK..., which amino acid positions are active epitope sites? The epitope positions are: [310, 311, 312, 313, 314, 315, 316, 317, 318, 319, 320, 321, 322, 323, 324, 325]. The amino acids at these positions are: CGADSYEMEEDGVRKC. (2) Given the antigen sequence: MDVLYSLSKTLKDARDKIVEGTLYSNVSDLIQQFNQMIITMNGNEFQTGGIGNLPIRNWNFDFGLLGTTLLNLDANYVETARNTIDYFVDFVDNVCMDEMVRESQRNGIAPQSDSLRKLSGIKFKRINFDATSEIIENWNLQNRRQRTGFIFHKPNIFPYSASFTLNRSQPAHDNLMGTMWLNAGSEIQVAGFDYSCAINAPANTQQFEHIVQLRRVLTTATITLLPDAERFSFPRVITSADGATTWYFNPVILRPANVEVEFLLNGQVVNTYQAKFGTIIARNFDTIRLSFQLMRPPNMTPAVAALFPNAQPFEFHATVGLTLRIESAVCESVLADANETMLANVTAVRQEYAIPIGPVFPPGMNWTDLITNYSPSREDNLQRVFTVASIRSMLVK, which amino acid positions are active epitope sites? The epitope positions are: [47, 48, 49, 50, 51, 52, 53, 54, 55, 56, 57, 58, 59, 60, 61, 62, 63]. The amino acids at these positions are: TGGIGNLPIRNWNFDFG. (3) Given the antigen sequence: MRSKRSTKRTKRASATQLYQTCKAAGTCPSDVIPKIEHTTIADQILRYGSMGVFFGGLGIGSGSGTGGRTGYVPLSTRPSTVSEASIPIRPPVSIDPVGPLDPSIVSLVEESGIVDVGAPAPIPHPPTTSGFDIATTADTTPAILDVTSVSTHENPTFTDPSVLQPPTPAETSGHLLLSSSSISTHNYEEIPMDTFIVSTNNENITSSTPIPGVRRPARLGLYSKATQQVKVIDPTFLSAPKQLITYENPAYETVNAEESLYFSNTSHNIAPDPDFLDIIALHRPALTSRRNTVRYSRLGNKQTLRTRSGATIGARVHYYYDISSINPAGESIEMQPLGASATTTSTLNDGLYDIYADTDFTVDTPATHNVSPSTAVQSTSAVSAYVPTNTTVPLSTGFDIPIFSGPDVPIEHAPTQVFPFPLAPTTPQVSIFVDGGDFYLHPSYYMLKRRRKRVSYFFTDVSVAA, which amino acid positions are active epitope sites? The epitope positions are: [16, 17, 18, 19, 20, 21, 22, 23, 24, 25, 26, 27, 28, 29, 30, 31, 32, 33, 34, 35]. The amino acids at these positions are: QLYQTCKAAGTCPSDVIPKI. (4) Given the antigen sequence: MKLSLVAAMLLLLSAARAEEEDKKEDVGTVVGIDLGTTYSCVGVFKNGRVEIIANDQGNRITPSYVAFTPEGERLIGDAAKNQLTSNPENTVFDAKRLIGRTWNDPSVQQDIKFLPFKVVEKKTKPYIQVDIGGGQTKTFAPEEISAMVLTKMKETAEAYLGKKVTHAVVTVPAYFNDAQRQATKDAGTIAGLNVMRIINEPTAAAIAYGLDKREGEKNILVFDLGGGTFDVSLLTIDNGVFEVVATNGDTHLGGEDFDQRVMEHFIKLYKKKTGKDVRKDNRAVQKLRREVEKAKRALSSQHQARIEIESFYEGEDFSETLTRAKFEELNMDLFRSTMKPVQKVLEDSDLKKSDIDEIVLVGGSTRIPKIQQLVKEFFNGKEPSRGINPDEAVAYGAAVQAGVLSGDQDTGDLVLLDVCPLTLGIETVGGVMTKLIPRNTVVPTKKSQIFSTASDNQPTVTIKVYEGERPLTKDNHLLGTFDLTGIPPAPRGVPQIEVT..., which amino acid positions are active epitope sites? The epitope positions are: [410, 411, 412, 413, 414, 415, 416, 417, 418, 419, 420, 421, 422, 423, 424, 425, 426, 427, 428, 429]. The amino acids at these positions are: TGDLVLLDVCPLTLGIETVG. (5) Given the antigen sequence: MPNNNGKQQKRKKGDGQPVNQLCQMLGKIIAQQNQSRGKGPGKKNKKKNPEKPHFPLATEDDVRHHFTPSERQLCLSSIQTAFNQGAGTCTLSDSGRISYTVEFSLPTHHTVRLIRVTASPSA, which amino acid positions are active epitope sites? The epitope positions are: [29, 30, 31, 32, 33, 34, 35, 36, 37]. The amino acids at these positions are: IAQQNQSRG. (6) Given the antigen sequence: MTISKIHARYVYDSRGNPTVEVDVHEACELRDGDKTKWGGKGVLQAVKNVNEVIGPAIIKENIDVKDQSKVDKFLIDLDGTANKTKLGANAILGVSLAIAKAGAAEKSVPLYAHISDLAGTKKPYVLPVPFMNVLNGGSHAGGRLAFQEFMIVPSAAPSFSEAMRQGAEVYQKLKGLAKKKYGQSAGNVGDEGGVAPDIQTPKEALDLIMEAIEEAGYKDQMKIAMDVASSEFYKTDAKKYDLDFKNPESDPSKWLTYEELANLYSELSKTYPIVSIEDPFAEDDWEAWSYFYKSQDIQIVADDLTVTNPLRIKQAIELKAANALLLKVNQIGTLTESIQAAKDSYADGWGVMVSHRSGETEDVTISDVVVGIRSGQIKTGAPCRSERLAKLNQILRIEEELGDNAVYAGENFRKAVQL, which amino acid positions are active epitope sites? The epitope positions are: [255, 256, 257, 258, 259, 260, 261, 262, 263, 264]. The amino acids at these positions are: LTYEELANLY. (7) The epitope positions are: [229, 230, 231, 232, 233, 234, 235, 236, 237, 238, 239, 240, 241, 242, 243]. The amino acids at these positions are: TCRRMLAFLKDKENR. Given the antigen sequence: MTAPVFSIIIPTFNAAVTLQACLGSIVGQTYREVEVVLVDGGSTDRTLDIANSFRPELGSRLVVHSGPDDGPYDAMNRGVGVATGEWVLFLGADDTLYEPTTLAQVAAFLGDHAASHLVYGDVVMRSTKSRHAGPFDLDRLLFETNLCHQSIFYRRELFDGIGPYNLRYRVWADWDFNIRCFSNPALITRYMDVVISEYNDMTGFSMRQGTDKEFRKRLPMYFWVAGWETCRRMLAFLKDKENRRLALRTRLIRVKAVSKERSAEP, which amino acid positions are active epitope sites?